From a dataset of Catalyst prediction with 721,799 reactions and 888 catalyst types from USPTO. Predict which catalyst facilitates the given reaction. (1) Reactant: [Br:1][C:2]1[CH:26]=[CH:25][CH:24]=[CH:23][C:3]=1[CH2:4][O:5][C:6]1[CH:13]=[C:12]([O:14][CH2:15][CH2:16][N:17]2[CH2:22][CH2:21][O:20][CH2:19][CH2:18]2)[CH:11]=[CH:10][C:7]=1[CH:8]=O.[S:27]=[C:28]1[NH:32][C:31](=[O:33])[CH2:30][S:29]1. Product: [Br:1][C:2]1[CH:26]=[CH:25][CH:24]=[CH:23][C:3]=1[CH2:4][O:5][C:6]1[CH:13]=[C:12]([O:14][CH2:15][CH2:16][N:17]2[CH2:22][CH2:21][O:20][CH2:19][CH2:18]2)[CH:11]=[CH:10][C:7]=1[CH:8]=[C:30]1[S:29][C:28](=[S:27])[NH:32][C:31]1=[O:33]. The catalyst class is: 48. (2) Reactant: CO[N:3]=[C:4]1[C:13]2[C:8](=[CH:9][CH:10]=[C:11]([CH3:14])[CH:12]=2)[O:7][CH2:6][CH2:5]1.N.[H][H]. Product: [CH3:14][C:11]1[CH:12]=[C:13]2[C:8](=[CH:9][CH:10]=1)[O:7][CH2:6][CH2:5][CH:4]2[NH2:3]. The catalyst class is: 94.